From a dataset of Forward reaction prediction with 1.9M reactions from USPTO patents (1976-2016). Predict the product of the given reaction. Given the reactants [Cl:1][C:2]1[CH:7]=[CH:6][CH:5]=[CH:4][C:3]=1[C@H:8]([O:10][C:11]1[CH:15]=[C:14]([N:16]2[C:20]3[CH:21]=[CH:22][C:23]([C:25]4[CH:26]=[N:27][C:28](Cl)=[N:29][CH:30]=4)=[CH:24][C:19]=3[N:18]=[CH:17]2)[S:13][C:12]=1[C:32]([NH2:34])=[O:33])[CH3:9].[CH3:35][N:36]([CH3:41])[CH2:37][CH2:38][NH:39][CH3:40], predict the reaction product. The product is: [Cl:1][C:2]1[CH:7]=[CH:6][CH:5]=[CH:4][C:3]=1[C@H:8]([O:10][C:11]1[CH:15]=[C:14]([N:16]2[C:20]3[CH:21]=[CH:22][C:23]([C:25]4[CH:30]=[N:29][C:28]([N:39]([CH2:38][CH2:37][N:36]([CH3:41])[CH3:35])[CH3:40])=[N:27][CH:26]=4)=[CH:24][C:19]=3[N:18]=[CH:17]2)[S:13][C:12]=1[C:32]([NH2:34])=[O:33])[CH3:9].